This data is from Full USPTO retrosynthesis dataset with 1.9M reactions from patents (1976-2016). The task is: Predict the reactants needed to synthesize the given product. (1) Given the product [CH2:15]([C:5]1[CH:4]=[C:3]([C:1](=[NH:2])[NH:25][OH:26])[CH:8]=[C:7]([CH3:9])[C:6]=1[CH2:10][CH2:11][C:12]([OH:14])=[O:13])[CH3:16], predict the reactants needed to synthesize it. The reactants are: [C:1]([C:3]1[CH:8]=[C:7]([CH3:9])[C:6]([CH2:10][CH2:11][C:12]([OH:14])=[O:13])=[C:5]([CH2:15][CH3:16])[CH:4]=1)#[N:2].CCN(CC)CC.Cl.[NH2:25][OH:26]. (2) Given the product [C:7]([O:11][C:12]([N:13]1[CH2:26][C:25](=[O:28])[N:16]([C:17]2[CH:22]=[CH:21][CH:20]=[C:19]([F:23])[C:18]=2[CH3:24])[CH2:15][C:14]1([CH3:30])[CH3:29])=[O:31])([CH3:10])([CH3:9])[CH3:8], predict the reactants needed to synthesize it. The reactants are: CC(C)([O-])C.[K+].[C:7]([O:11][C:12](=[O:31])[NH:13][C:14]([CH3:30])([CH3:29])[CH2:15][N:16]([C:25](=[O:28])[CH2:26]Br)[C:17]1[CH:22]=[CH:21][CH:20]=[C:19]([F:23])[C:18]=1[CH3:24])([CH3:10])([CH3:9])[CH3:8].[Cl-].[NH4+]. (3) Given the product [NH2:8][C@@H:9]([CH2:20][CH3:21])[CH2:10][O:11][CH2:12][C:13]([O:15][C:16]([CH3:18])([CH3:17])[CH3:19])=[O:14], predict the reactants needed to synthesize it. The reactants are: C(OC([NH:8][C@@H:9]([CH2:20][CH3:21])[CH2:10][O:11][CH2:12][C:13]([O:15][C:16]([CH3:19])([CH3:18])[CH3:17])=[O:14])=O)(C)(C)C.Cl.O1CCOCC1. (4) Given the product [Cl:2][C:3]1[CH:8]=[CH:7][C:6]([C:9]([C:12]2[N:16]([C:17]3[CH:22]=[CH:21][C:20]([F:23])=[CH:19][CH:18]=3)[C:15]([S:24][CH2:25][C:26]3[C:27]([F:37])=[CH:28][C:29]([O:30][CH2:31][CH2:32][NH:33]/[C:43](/[NH2:44])=[N:40]/[C:41]#[N:42])=[CH:34][C:35]=3[F:36])=[N:14][CH:13]=2)([CH3:11])[CH3:10])=[CH:5][C:4]=1[O:38][CH3:39], predict the reactants needed to synthesize it. The reactants are: Cl.[Cl:2][C:3]1[CH:8]=[CH:7][C:6]([C:9]([C:12]2[N:16]([C:17]3[CH:22]=[CH:21][C:20]([F:23])=[CH:19][CH:18]=3)[C:15]([S:24][CH2:25][C:26]3[C:35]([F:36])=[CH:34][C:29]([O:30][CH2:31][CH2:32][NH2:33])=[CH:28][C:27]=3[F:37])=[N:14][CH:13]=2)([CH3:11])[CH3:10])=[CH:5][C:4]=1[O:38][CH3:39].[N-:40]([C:43]#[N:44])[C:41]#[N:42]. (5) Given the product [N:1]([C:13]1[CH:11]=[CH:9][C:7]([CH:6]2[O:5][CH2:23][CH2:22][O:12]2)=[CH:19][CH:15]=1)=[N+:2]=[N-:3], predict the reactants needed to synthesize it. The reactants are: [N-:1]=[N+:2]=[N-:3].[Na+].[O:5]=[C:6]1[O:12][C@H:11]([C@H:13]([CH2:15]O)O)[C:9]([O-])=[C:7]1O.[Na+].O.[CH2:19](Cl)Cl.[CH3:22][CH2:23]O. (6) Given the product [C:1]([O:5][C:6](=[O:23])[N:7]([CH2:9][C:10]1[CH:14]=[C:13]([C:15]2[CH:20]=[CH:19][C:18]([F:21])=[CH:17][C:16]=2[F:22])[N:12]([S:48]([C:44]2[CH:43]=[N:42][CH:47]=[CH:46][CH:45]=2)(=[O:50])=[O:49])[CH:11]=1)[CH3:8])([CH3:4])([CH3:2])[CH3:3], predict the reactants needed to synthesize it. The reactants are: [C:1]([O:5][C:6](=[O:23])[N:7]([CH2:9][C:10]1[CH:14]=[C:13]([C:15]2[CH:20]=[CH:19][C:18]([F:21])=[CH:17][C:16]=2[F:22])[NH:12][CH:11]=1)[CH3:8])([CH3:4])([CH3:3])[CH3:2].[H-].[Na+].C1OCCOCCOCCOCCOC1.Cl.[N:42]1[CH:47]=[CH:46][CH:45]=[C:44]([S:48](Cl)(=[O:50])=[O:49])[CH:43]=1.